From a dataset of Full USPTO retrosynthesis dataset with 1.9M reactions from patents (1976-2016). Predict the reactants needed to synthesize the given product. Given the product [Br:1][C:2]1[CH:10]=[CH:9][C:5]([C:6]([NH2:21])=[O:7])=[CH:4][C:3]=1[F:11], predict the reactants needed to synthesize it. The reactants are: [Br:1][C:2]1[CH:10]=[CH:9][C:5]([C:6](O)=[O:7])=[CH:4][C:3]=1[F:11].S(Cl)(Cl)=O.[Cl-].[NH4+].C([NH:21]C(C)C)(C)C.